Dataset: Reaction yield outcomes from USPTO patents with 853,638 reactions. Task: Predict the reaction yield, written as a fraction of the theoretical maximum amount of product (1.0 means a 100% yield; for example, 0.34 means a 34% yield). (1) The reactants are C1(P(C2C=CC=CC=2)C2C=CC=CC=2)C=CC=CC=1.II.[Si:22]([O:29][C@@H:30]([CH3:58])[C@@H:31]([NH:48][C:49]1[CH:54]=[CH:53][C:52]([C:55]#[N:56])=[C:51]([Cl:57])[CH:50]=1)[C:32]([NH:34][NH:35][C:36](=[O:47])[C:37]1[CH:42]=[CH:41][C:40]([S:43]([CH3:46])(=[O:45])=[O:44])=[CH:39][CH:38]=1)=O)([C:25]([CH3:28])([CH3:27])[CH3:26])([CH3:24])[CH3:23]. The catalyst is C(Cl)Cl. The product is [Si:22]([O:29][C@@H:30]([CH3:58])[C@@H:31]([NH:48][C:49]1[CH:54]=[CH:53][C:52]([C:55]#[N:56])=[C:51]([Cl:57])[CH:50]=1)[C:32]1[O:47][C:36]([C:37]2[CH:38]=[CH:39][C:40]([S:43]([CH3:46])(=[O:45])=[O:44])=[CH:41][CH:42]=2)=[N:35][N:34]=1)([C:25]([CH3:26])([CH3:28])[CH3:27])([CH3:24])[CH3:23]. The yield is 0.950. (2) The reactants are Br[C:2]1[C:7]([N:8]([CH2:23][O:24][CH3:25])[S:9]([C:12]2[CH:17]=[CH:16][C:15]([Cl:18])=[C:14]([C:19]([F:22])([F:21])[F:20])[CH:13]=2)(=[O:11])=[O:10])=[CH:6][C:5](C)=[CH:4][N:3]=1.C([Mg][Cl:31])(C)C.[Cl:32][C:33]1[CH:40]=[CH:39][CH:38]=[C:37]([F:41])[C:34]=1[CH:35]=[O:36]. The catalyst is C1COCC1. The product is [Cl:18][C:15]1[CH:16]=[CH:17][C:12]([S:9]([N:8]([C:7]2[C:2]([CH:35]([C:34]3[C:37]([F:41])=[CH:38][CH:39]=[CH:40][C:33]=3[Cl:32])[OH:36])=[N:3][CH:4]=[C:5]([Cl:31])[CH:6]=2)[CH2:23][O:24][CH3:25])(=[O:10])=[O:11])=[CH:13][C:14]=1[C:19]([F:20])([F:21])[F:22]. The yield is 0.510. (3) The reactants are [CH2:1]([O:8][C:9]1[CH:14]=[CH:13][C:12]([CH:15]([N+:26]#[C-:27])S(C2C=CC(C)=CC=2)(=O)=O)=[CH:11][CH:10]=1)[C:2]1[CH:7]=[CH:6][CH:5]=[CH:4][CH:3]=1.[CH:28](=[O:35])[C:29]1[CH:34]=[CH:33][N:32]=[CH:31][CH:30]=1. The catalyst is CO.COCCOC. The product is [CH2:1]([O:8][C:9]1[CH:10]=[CH:11][C:12]([C:15]2[N:26]=[CH:27][O:35][C:28]=2[C:29]2[CH:34]=[CH:33][N:32]=[CH:31][CH:30]=2)=[CH:13][CH:14]=1)[C:2]1[CH:3]=[CH:4][CH:5]=[CH:6][CH:7]=1. The yield is 0.840. (4) The reactants are [OH:1][CH:2]1[CH2:7][CH2:6][NH:5][CH2:4][CH2:3]1.[C:8](O[C:8]([O:10][C:11]([CH3:14])([CH3:13])[CH3:12])=[O:9])([O:10][C:11]([CH3:14])([CH3:13])[CH3:12])=[O:9]. The catalyst is C(Cl)Cl.CCOCC. The product is [C:11]([O:10][C:8]([N:5]1[CH2:6][CH2:7][CH:2]([OH:1])[CH2:3][CH2:4]1)=[O:9])([CH3:14])([CH3:13])[CH3:12]. The yield is 0.950. (5) The reactants are [CH3:1][C:2]1[N:7]=[C:6]([C:8]2[C:9](=[O:35])[NH:10][C:11](=[O:34])[N:12]([CH2:14][CH2:15][CH2:16][CH2:17][N:18]3[CH2:23][C@H:22]4[C@:20]([C:24]5[CH:29]=[CH:28][C:27]([C:30]([F:33])([F:32])[F:31])=[CH:26][CH:25]=5)([CH2:21]4)[CH2:19]3)[CH:13]=2)[CH:5]=[CH:4][CH:3]=1.[ClH:36].O1CCOCC1. No catalyst specified. The product is [ClH:36].[ClH:36].[CH3:1][C:2]1[N:7]=[C:6]([C:8]2[C:9](=[O:35])[NH:10][C:11](=[O:34])[N:12]([CH2:14][CH2:15][CH2:16][CH2:17][N:18]3[CH2:23][C@H:22]4[C@:20]([C:24]5[CH:25]=[CH:26][C:27]([C:30]([F:31])([F:33])[F:32])=[CH:28][CH:29]=5)([CH2:21]4)[CH2:19]3)[CH:13]=2)[CH:5]=[CH:4][CH:3]=1. The yield is 0.310. (6) The reactants are [N:1]1[CH:6]=[CH:5][CH:4]=[C:3]([C:7]2[CH:15]=[CH:14][C:10]([C:11]([OH:13])=[O:12])=[CH:9][CH:8]=2)[CH:2]=1.C1C=C(Cl)C=C(C(OO)=[O:24])C=1. The catalyst is C1COCC1. The product is [O-:24][N+:1]1[CH:6]=[CH:5][CH:4]=[C:3]([C:7]2[CH:15]=[CH:14][C:10]([C:11]([OH:13])=[O:12])=[CH:9][CH:8]=2)[CH:2]=1. The yield is 0.860.